This data is from Reaction yield outcomes from USPTO patents with 853,638 reactions. The task is: Predict the reaction yield, written as a fraction of the theoretical maximum amount of product (1.0 means a 100% yield; for example, 0.34 means a 34% yield). The reactants are C([O:3][C:4](=[O:36])[C:5]([CH3:35])([C:29]1[CH:34]=[CH:33][CH:32]=[CH:31][CH:30]=1)[CH2:6][CH2:7][CH2:8][CH2:9][C:10](=[O:28])[CH2:11][CH2:12][CH2:13][CH2:14][C:15]([CH3:27])([C:21]1[CH:26]=[CH:25][CH:24]=[CH:23][CH:22]=1)[C:16]([O:18]CC)=[O:17])C.[OH-].[K+]. The catalyst is C(O)C.O. The product is [CH3:27][C:15]([C:21]1[CH:22]=[CH:23][CH:24]=[CH:25][CH:26]=1)([CH2:14][CH2:13][CH2:12][CH2:11][C:10](=[O:28])[CH2:9][CH2:8][CH2:7][CH2:6][C:5]([CH3:35])([C:29]1[CH:30]=[CH:31][CH:32]=[CH:33][CH:34]=1)[C:4]([OH:36])=[O:3])[C:16]([OH:18])=[O:17]. The yield is 0.870.